From a dataset of Reaction yield outcomes from USPTO patents with 853,638 reactions. Predict the reaction yield, written as a fraction of the theoretical maximum amount of product (1.0 means a 100% yield; for example, 0.34 means a 34% yield). (1) The reactants are [CH3:1][S:2](Cl)(=[O:4])=[O:3].[CH:6]1([C:9]2[C:10]([CH2:19][O:20][C:21]3[CH:26]=[CH:25][C:24]([Cl:27])=[C:23]([Cl:28])[CH:22]=3)=[CH:11][C:12]3[O:16][N:15]=[C:14]([NH2:17])[C:13]=3[CH:18]=2)[CH2:8][CH2:7]1.C(N(CC)CC)C. The catalyst is C(Cl)Cl. The product is [CH:6]1([C:9]2[C:10]([CH2:19][O:20][C:21]3[CH:26]=[CH:25][C:24]([Cl:27])=[C:23]([Cl:28])[CH:22]=3)=[CH:11][C:12]3[O:16][N:15]=[C:14]([NH:17][S:2]([CH3:1])(=[O:4])=[O:3])[C:13]=3[CH:18]=2)[CH2:7][CH2:8]1. The yield is 0.370. (2) The reactants are Cl[CH2:2][CH2:3][C:4]([NH:6][C:7]1[CH:12]=[CH:11][CH:10]=[CH:9][C:8]=1[F:13])=[O:5].[Cl-].[Al+3].[Cl-].[Cl-]. No catalyst specified. The product is [F:13][C:8]1[CH:9]=[CH:10][CH:11]=[C:12]2[C:7]=1[NH:6][C:4](=[O:5])[CH2:3][CH2:2]2. The yield is 0.700. (3) The reactants are [C:1]1([S:7]([N:10]2[C:14]3=[N:15][CH:16]=[CH:17][C:18]([C:19]4[CH:24]=[CH:23][C:22]([S:25]([N:28]5[CH2:32][CH2:31][CH2:30][CH2:29]5)(=[O:27])=[O:26])=[CH:21][CH:20]=4)=[C:13]3[CH:12]=[CH:11]2)(=[O:9])=[O:8])[CH:6]=[CH:5][CH:4]=[CH:3][CH:2]=1.[Li+].CC([N-]C(C)C)C.CCCCCCC.C1C[O:51][CH2:50]C1.C(C1C=CC=CC=1)C.CN(C=O)C. The catalyst is C1COCC1. The product is [C:1]1([S:7]([N:10]2[C:14]3=[N:15][CH:16]=[CH:17][C:18]([C:19]4[CH:20]=[CH:21][C:22]([S:25]([N:28]5[CH2:32][CH2:31][CH2:30][CH2:29]5)(=[O:26])=[O:27])=[CH:23][CH:24]=4)=[C:13]3[CH:12]=[C:11]2[CH:50]=[O:51])(=[O:9])=[O:8])[CH:2]=[CH:3][CH:4]=[CH:5][CH:6]=1. The yield is 0.730. (4) The reactants are [NH2:1][C:2]1[O:3][C:4]([CH3:11])=[CH:5][C:6](=[O:10])[C:7]=1[C:8]#[N:9]. The catalyst is Cl. The product is [OH:3][C:2]1[N:1]=[C:4]([CH3:11])[CH:5]=[C:6]([OH:10])[C:7]=1[C:8]#[N:9]. The yield is 0.660. (5) The reactants are [CH2:1]([O:8][C@H:9]([C@@H:14]1[CH2:18][O:17]C(C)(C)[N:15]1[C:21]([O:23][C:24]([CH3:27])([CH3:26])[CH3:25])=[O:22])[C:10]([F:13])([F:12])[F:11])[C:2]1[CH:7]=[CH:6][CH:5]=[CH:4][CH:3]=1.O.C1(C)C=CC(S(O)(=O)=O)=CC=1. The catalyst is CO. The product is [CH2:1]([O:8][C@H:9]([C:10]([F:11])([F:13])[F:12])[C@@H:14]([NH:15][C:21](=[O:22])[O:23][C:24]([CH3:26])([CH3:27])[CH3:25])[CH2:18][OH:17])[C:2]1[CH:3]=[CH:4][CH:5]=[CH:6][CH:7]=1. The yield is 0.900. (6) The reactants are [CH3:1][C:2]1[N:3]=[C:4]([NH:7][C:8]2[N:13]=[CH:12][C:11]([S:14][CH2:15][CH2:16]C(OC)=O)=[CH:10][C:9]=2[O:21][C:22]2[CH:27]=[CH:26][CH:25]=[CH:24][CH:23]=2)[S:5][CH:6]=1.ClC(Cl)(Cl)C([CH:32]1[CH2:37][CH2:36][N:35]([C:38]([O:40][C:41]([CH3:44])([CH3:43])[CH3:42])=[O:39])[CH2:34][CH2:33]1)O.[CH2:47]([O-:49])[CH3:48].[Na+].C([OH:53])C. No catalyst specified. The product is [CH2:47]([O:49][C:16](=[O:53])[CH:15]([CH:32]1[CH2:33][CH2:34][N:35]([C:38]([O:40][C:41]([CH3:42])([CH3:43])[CH3:44])=[O:39])[CH2:36][CH2:37]1)[S:14][C:11]1[CH:12]=[N:13][C:8]([NH:7][C:4]2[S:5][CH:6]=[C:2]([CH3:1])[N:3]=2)=[C:9]([O:21][C:22]2[CH:27]=[CH:26][CH:25]=[CH:24][CH:23]=2)[CH:10]=1)[CH3:48]. The yield is 0.755.